Dataset: Full USPTO retrosynthesis dataset with 1.9M reactions from patents (1976-2016). Task: Predict the reactants needed to synthesize the given product. Given the product [Cl:26][C:24]1[CH:23]=[CH:22][C:21]([N+:27]([O-:29])=[O:28])=[C:20]([CH:25]=1)[CH2:19][N:11]1[CH:12]=[C:8]([CH3:7])[CH:9]=[C:10]1[C:13]([O:15][CH2:16][CH3:17])=[O:14], predict the reactants needed to synthesize it. The reactants are: C(=O)([O-])[O-].[Cs+].[Cs+].[CH3:7][C:8]1[CH:9]=[C:10]([C:13]([O:15][CH2:16][CH3:17])=[O:14])[NH:11][CH:12]=1.Br[CH2:19][C:20]1[CH:25]=[C:24]([Cl:26])[CH:23]=[CH:22][C:21]=1[N+:27]([O-:29])=[O:28].